From a dataset of Forward reaction prediction with 1.9M reactions from USPTO patents (1976-2016). Predict the product of the given reaction. (1) Given the reactants [Cl:1][C:2]1[CH:3]=[C:4]([CH:9]([CH2:30][C:31]([OH:33])=O)[CH2:10][N:11]([CH3:29])[C:12]([C:14]2[C:23]3[C:18](=[CH:19][CH:20]=[CH:21][CH:22]=3)[C:17]([O:24][CH3:25])=[C:16]([Br:26])[C:15]=2[O:27][CH3:28])=[O:13])[CH:5]=[CH:6][C:7]=1[Cl:8].C1C=CC2N(O)N=[N:40]C=2C=1.N.Cl.C(N=C=NCCCN(C)C)C.C([O-])(O)=O.[Na+], predict the reaction product. The product is: [Cl:1][C:2]1[CH:3]=[C:4]([C@H:9]([CH2:30][C:31](=[O:33])[NH2:40])[CH2:10][N:11]([CH3:29])[C:12]([C:14]2[C:23]3[C:18](=[CH:19][CH:20]=[CH:21][CH:22]=3)[C:17]([O:24][CH3:25])=[C:16]([Br:26])[C:15]=2[O:27][CH3:28])=[O:13])[CH:5]=[CH:6][C:7]=1[Cl:8]. (2) Given the reactants [CH3:1][O:2][C:3]1[CH:11]=[CH:10][C:9]2[N:8]3[CH2:12][CH2:13][NH:14][C:15](=[O:16])[C:7]3=[CH:6][C:5]=2[CH:4]=1.[H-].[Na+].[CH3:19]I, predict the reaction product. The product is: [CH3:1][O:2][C:3]1[CH:11]=[CH:10][C:9]2[N:8]3[CH2:12][CH2:13][N:14]([CH3:19])[C:15](=[O:16])[C:7]3=[CH:6][C:5]=2[CH:4]=1.